From a dataset of Full USPTO retrosynthesis dataset with 1.9M reactions from patents (1976-2016). Predict the reactants needed to synthesize the given product. (1) Given the product [N:1]1([CH2:8][CH2:9][O:10][C:11]2[CH:38]=[CH:37][C:14]([C:15]([C:17]3[C:26]4[C:21](=[CH:22][C:23]([O:27][CH3:28])=[CH:24][CH:25]=4)[CH:20]=[CH:19][C:18]=3[C:44]3[CH:45]=[C:40]([F:39])[CH:41]=[CH:42][C:43]=3[F:46])=[O:16])=[CH:13][CH:12]=2)[CH2:2][CH2:3][CH2:4][CH2:5][CH2:6][CH2:7]1, predict the reactants needed to synthesize it. The reactants are: [N:1]1([CH2:8][CH2:9][O:10][C:11]2[CH:38]=[CH:37][C:14]([C:15]([C:17]3[C:26]4[C:21](=[CH:22][C:23]([O:27][CH3:28])=[CH:24][CH:25]=4)[CH:20]=[CH:19][C:18]=3OS(C(F)(F)F)(=O)=O)=[O:16])=[CH:13][CH:12]=2)[CH2:7][CH2:6][CH2:5][CH2:4][CH2:3][CH2:2]1.[F:39][C:40]1[CH:45]=[CH:44][C:43]([F:46])=[CH:42][C:41]=1B(O)O.[F-].[Cs+]. (2) Given the product [OH:16][CH2:1]/[CH:2]=[C:3](\[CH2:5][CH2:6]/[CH:7]=[C:8](/[CH2:10][CH2:11][CH:12]=[C:13]([CH3:15])[CH3:14])\[CH3:9])/[CH3:4], predict the reactants needed to synthesize it. The reactants are: [C:1](OCC)(=[O:16])/[CH:2]=[C:3](\[CH2:5][CH2:6]/[CH:7]=[C:8](/[CH2:10][CH2:11][CH:12]=[C:13]([CH3:15])[CH3:14])\[CH3:9])/[CH3:4].C(OCC)(=O)/C=C(/CC/C=C(\CCC=C(C)C)/C)\C.